From a dataset of Forward reaction prediction with 1.9M reactions from USPTO patents (1976-2016). Predict the product of the given reaction. Given the reactants C[O:2][C:3](=[O:34])[CH2:4][O:5][C:6]1[CH:11]=[C:10]([O:12][CH3:13])[C:9]([S:14][CH2:15][C:16]2[CH:21]=[CH:20][C:19]([C:22]3[CH:27]=[CH:26][C:25]([C:28]([F:31])([F:30])[F:29])=[CH:24][CH:23]=3)=[CH:18][C:17]=2[CH3:32])=[CH:8][C:7]=1[CH3:33], predict the reaction product. The product is: [CH3:13][O:12][C:10]1[C:9]([S:14][CH2:15][C:16]2[CH:21]=[CH:20][C:19]([C:22]3[CH:27]=[CH:26][C:25]([C:28]([F:30])([F:31])[F:29])=[CH:24][CH:23]=3)=[CH:18][C:17]=2[CH3:32])=[CH:8][C:7]([CH3:33])=[C:6]([CH:11]=1)[O:5][CH2:4][C:3]([OH:34])=[O:2].